The task is: Predict the reaction yield, written as a fraction of the theoretical maximum amount of product (1.0 means a 100% yield; for example, 0.34 means a 34% yield).. This data is from Reaction yield outcomes from USPTO patents with 853,638 reactions. The reactants are [CH3:1][N:2]([CH3:6])[CH2:3][CH2:4][NH2:5].CCN(CC)CC.[C:14]([C:16]1[CH:17]=[CH:18][C:19]([O:26][C:27]2[CH:32]=[C:31]([Cl:33])[CH:30]=[C:29]([Cl:34])[CH:28]=2)=[C:20]([S:22](Cl)(=[O:24])=[O:23])[CH:21]=1)#[N:15]. The catalyst is C(Cl)Cl. The product is [C:14]([C:16]1[CH:17]=[CH:18][C:19]([O:26][C:27]2[CH:32]=[C:31]([Cl:33])[CH:30]=[C:29]([Cl:34])[CH:28]=2)=[C:20]([S:22]([NH:5][CH2:4][CH2:3][N:2]([CH3:6])[CH3:1])(=[O:23])=[O:24])[CH:21]=1)#[N:15]. The yield is 0.759.